Dataset: Full USPTO retrosynthesis dataset with 1.9M reactions from patents (1976-2016). Task: Predict the reactants needed to synthesize the given product. (1) Given the product [NH3:1].[CH3:47][N:48]([CH3:52])[CH2:49][C:50]1[N:8]=[N:9][N:10]([C:38]2[CH:43]=[CH:42][C:41]([N+:44]([O-:46])=[O:45])=[CH:40][CH:39]=2)[CH:51]=1, predict the reactants needed to synthesize it. The reactants are: [N:1]1C=CC=CC=1C1[N:8]=[N:9][N:10](C2C=CC(NC3C4N(C=CN=4)C(C4C=CC(C(N)=O)=CC=4)=CN=3)=CC=2)C=1.I[C:38]1[CH:43]=[CH:42][C:41]([N+:44]([O-:46])=[O:45])=[CH:40][CH:39]=1.[CH3:47][N:48]([CH3:52])[CH2:49][C:50]#[CH:51].N1CCC[C@H]1C(O)=O.C([O-])([O-])=O.[Na+].[Na+].[N-]=[N+]=[N-].[Na+].[Na].O=C1O[C@H]([C@H](CO)O)C([O-])=C1O. (2) Given the product [F:27][C:22]1[CH:21]=[C:20]([N:3]2[C:4]3[C:9](=[C:8]([O:11][CH2:12][C:13]4[CH:18]=[CH:17][CH:16]=[CH:15][CH:14]=4)[CH:7]=[CH:6][CH:5]=3)[CH:10]=[C:2]2[CH3:1])[CH:25]=[CH:24][C:23]=1[OH:26], predict the reactants needed to synthesize it. The reactants are: [CH3:1][C:2]1[NH:3][C:4]2[C:9]([CH:10]=1)=[C:8]([O:11][CH2:12][C:13]1[CH:18]=[CH:17][CH:16]=[CH:15][CH:14]=1)[CH:7]=[CH:6][CH:5]=2.Br[C:20]1[CH:25]=[CH:24][C:23]([OH:26])=[C:22]([F:27])[CH:21]=1.C(=O)([O-])[O-].[K+].[K+].